This data is from NCI-60 drug combinations with 297,098 pairs across 59 cell lines. The task is: Regression. Given two drug SMILES strings and cell line genomic features, predict the synergy score measuring deviation from expected non-interaction effect. (1) Cell line: MCF7. Drug 2: CC1CCC2CC(C(=CC=CC=CC(CC(C(=O)C(C(C(=CC(C(=O)CC(OC(=O)C3CCCCN3C(=O)C(=O)C1(O2)O)C(C)CC4CCC(C(C4)OC)O)C)C)O)OC)C)C)C)OC. Synergy scores: CSS=10.9, Synergy_ZIP=1.41, Synergy_Bliss=7.22, Synergy_Loewe=4.83, Synergy_HSA=3.82. Drug 1: CC1=CC=C(C=C1)C2=CC(=NN2C3=CC=C(C=C3)S(=O)(=O)N)C(F)(F)F. (2) Drug 1: CC1=C2C(C(=O)C3(C(CC4C(C3C(C(C2(C)C)(CC1OC(=O)C(C(C5=CC=CC=C5)NC(=O)OC(C)(C)C)O)O)OC(=O)C6=CC=CC=C6)(CO4)OC(=O)C)OC)C)OC. Drug 2: CN1C2=C(C=C(C=C2)N(CCCl)CCCl)N=C1CCCC(=O)O.Cl. Cell line: A549. Synergy scores: CSS=65.8, Synergy_ZIP=16.9, Synergy_Bliss=16.6, Synergy_Loewe=-11.3, Synergy_HSA=16.3. (3) Drug 1: CC1=C(C(CCC1)(C)C)C=CC(=CC=CC(=CC(=O)O)C)C. Drug 2: CC=C1C(=O)NC(C(=O)OC2CC(=O)NC(C(=O)NC(CSSCCC=C2)C(=O)N1)C(C)C)C(C)C. Cell line: RXF 393. Synergy scores: CSS=31.4, Synergy_ZIP=-7.73, Synergy_Bliss=-0.579, Synergy_Loewe=-37.8, Synergy_HSA=1.55. (4) Drug 1: CCC(=C(C1=CC=CC=C1)C2=CC=C(C=C2)OCCN(C)C)C3=CC=CC=C3.C(C(=O)O)C(CC(=O)O)(C(=O)O)O. Drug 2: C(CC(=O)O)C(=O)CN.Cl. Cell line: OVCAR-4. Synergy scores: CSS=-1.13, Synergy_ZIP=-3.72, Synergy_Bliss=-7.35, Synergy_Loewe=-9.89, Synergy_HSA=-8.80. (5) Drug 1: C1C(C(OC1N2C=C(C(=O)NC2=O)F)CO)O. Drug 2: CC1CCC2CC(C(=CC=CC=CC(CC(C(=O)C(C(C(=CC(C(=O)CC(OC(=O)C3CCCCN3C(=O)C(=O)C1(O2)O)C(C)CC4CCC(C(C4)OC)OCCO)C)C)O)OC)C)C)C)OC. Cell line: OVCAR-4. Synergy scores: CSS=15.7, Synergy_ZIP=-4.26, Synergy_Bliss=-0.297, Synergy_Loewe=-1.73, Synergy_HSA=-1.57. (6) Drug 1: CCC1(CC2CC(C3=C(CCN(C2)C1)C4=CC=CC=C4N3)(C5=C(C=C6C(=C5)C78CCN9C7C(C=CC9)(C(C(C8N6C)(C(=O)OC)O)OC(=O)C)CC)OC)C(=O)OC)O.OS(=O)(=O)O. Drug 2: COC1=C2C(=CC3=C1OC=C3)C=CC(=O)O2. Cell line: HL-60(TB). Synergy scores: CSS=28.5, Synergy_ZIP=-7.70, Synergy_Bliss=-15.1, Synergy_Loewe=-77.5, Synergy_HSA=-14.4. (7) Synergy scores: CSS=35.4, Synergy_ZIP=-4.48, Synergy_Bliss=-3.89, Synergy_Loewe=-78.2, Synergy_HSA=-3.69. Cell line: SF-295. Drug 1: CCC1=C2CN3C(=CC4=C(C3=O)COC(=O)C4(CC)O)C2=NC5=C1C=C(C=C5)O. Drug 2: CCN(CC)CCCC(C)NC1=C2C=C(C=CC2=NC3=C1C=CC(=C3)Cl)OC.